From a dataset of Catalyst prediction with 721,799 reactions and 888 catalyst types from USPTO. Predict which catalyst facilitates the given reaction. (1) Reactant: C(=O)([O-])[O-].[K+].[K+].[Br:7][C:8]1[CH:13]=[CH:12][C:11]([OH:14])=[CH:10][CH:9]=1.CN(C=O)C.Br[CH2:21][C:22]1[CH:31]=[CH:30][CH:29]=[CH:28][C:23]=1[C:24]([O:26][CH3:27])=[O:25]. Product: [Br:7][C:8]1[CH:13]=[CH:12][C:11]([O:14][CH2:21][C:22]2[CH:31]=[CH:30][CH:29]=[CH:28][C:23]=2[C:24]([O:26][CH3:27])=[O:25])=[CH:10][CH:9]=1. The catalyst class is: 6. (2) Reactant: [F:1][C:2]1[CH:7]=[CH:6][CH:5]=[C:4]([F:8])[C:3]=1[N:9]1[C:14]2[N:15]=[C:16]([NH:34][CH:35]3[CH2:40][C:39]([CH3:42])([CH3:41])[NH:38][C:37]([CH3:44])([CH3:43])[CH2:36]3)[N:17]=[C:18]([C:19]3[CH:20]=[C:21]([NH:26][C:27]([C:29]4[CH:33]=[CH:32][S:31][CH:30]=4)=[O:28])[CH:22]=[CH:23][C:24]=3[CH3:25])[C:13]=2[CH:12]=[CH:11][C:10]1=[O:45].[C:46]1([CH3:56])[CH:51]=[CH:50][C:49]([S:52]([OH:55])(=[O:54])=[O:53])=[CH:48][CH:47]=1. Product: [CH3:56][C:46]1[CH:47]=[CH:48][C:49]([S:52]([OH:55])(=[O:54])=[O:53])=[CH:50][CH:51]=1.[F:8][C:4]1[CH:5]=[CH:6][CH:7]=[C:2]([F:1])[C:3]=1[N:9]1[C:14]2[N:15]=[C:16]([NH:34][CH:35]3[CH2:36][C:37]([CH3:43])([CH3:44])[NH:38][C:39]([CH3:42])([CH3:41])[CH2:40]3)[N:17]=[C:18]([C:19]3[CH:20]=[C:21]([NH:26][C:27]([C:29]4[CH:33]=[CH:32][S:31][CH:30]=4)=[O:28])[CH:22]=[CH:23][C:24]=3[CH3:25])[C:13]=2[CH:12]=[CH:11][C:10]1=[O:45]. The catalyst class is: 41. (3) Reactant: CN(C)C=O.[Cl:6][C:7]1[CH:8]=[CH:9][C:10]([OH:27])=[C:11]([NH:13][CH:14]2[CH2:19][CH2:18][N:17]([C:20]([O:22][C:23]([CH3:26])([CH3:25])[CH3:24])=[O:21])[CH2:16][CH2:15]2)[CH:12]=1.C(=O)([O-])[O-].[Cs+].[Cs+].Br[C:35]([CH3:41])([CH3:40])[C:36](OC)=[O:37]. The catalyst class is: 6. Product: [Cl:6][C:7]1[CH:8]=[CH:9][C:10]2[O:27][C:35]([CH3:41])([CH3:40])[C:36](=[O:37])[N:13]([CH:14]3[CH2:19][CH2:18][N:17]([C:20]([O:22][C:23]([CH3:24])([CH3:26])[CH3:25])=[O:21])[CH2:16][CH2:15]3)[C:11]=2[CH:12]=1.